Dataset: Reaction yield outcomes from USPTO patents with 853,638 reactions. Task: Predict the reaction yield, written as a fraction of the theoretical maximum amount of product (1.0 means a 100% yield; for example, 0.34 means a 34% yield). (1) The reactants are I[C:2]1[CH:7]=[CH:6][C:5]([N+:8]([O-:10])=[O:9])=[CH:4][CH:3]=1.[C:11]([O:15][C:16](=[O:22])[NH:17][CH2:18][CH2:19][C:20]#[CH:21])([CH3:14])([CH3:13])[CH3:12]. The catalyst is [Cu]I.Cl[Pd](Cl)([P](C1C=CC=CC=1)(C1C=CC=CC=1)C1C=CC=CC=1)[P](C1C=CC=CC=1)(C1C=CC=CC=1)C1C=CC=CC=1.C(N(CC)CC)C. The product is [C:11]([O:15][C:16](=[O:22])[NH:17][CH2:18][CH2:19][C:20]#[C:21][C:2]1[CH:7]=[CH:6][C:5]([N+:8]([O-:10])=[O:9])=[CH:4][CH:3]=1)([CH3:14])([CH3:13])[CH3:12]. The yield is 0.890. (2) The reactants are [CH3:1][NH:2][C:3](=[O:14])[C:4]1[CH:9]=[CH:8][C:7]([N+:10]([O-])=O)=[CH:6][C:5]=1[F:13]. The catalyst is C(OCC)(=O)C.C(O)(=O)C.[Fe]. The product is [CH3:1][NH:2][C:3](=[O:14])[C:4]1[CH:9]=[CH:8][C:7]([NH2:10])=[CH:6][C:5]=1[F:13]. The yield is 0.940. (3) The reactants are [CH:1]1[C:15](=[O:16])[N:14]=[C:13]2[N:3]([C@@H:4]3[O:8][C@H:7]([CH2:9][OH:10])[C@@H:6]([OH:11])[C@@H:5]3[O:12]2)[CH:2]=1.C1C=CN=CC=1.[FH:23]. The catalyst is O1CCOCC1. The product is [F:23][C@@H:5]1[C@H:6]([OH:11])[C@@H:7]([CH2:9][OH:10])[O:8][C@H:4]1[N:3]1[CH:2]=[CH:1][C:15](=[O:16])[NH:14][C:13]1=[O:12]. The yield is 0.750. (4) The reactants are [NH2:1][C:2]1[CH:3]=[CH:4][C:5]([NH:16][C:17](=[O:24])[C:18]2[CH:23]=[CH:22][CH:21]=[CH:20][CH:19]=2)=[C:6]([NH:8][C:9](=[O:15])[O:10][C:11]([CH3:14])([CH3:13])[CH3:12])[CH:7]=1.[ClH:25].[C:26]([C:30]1[CH:50]=[CH:49][C:33]([C:34]([NH:36][C:37](=[S:48])NC2C=CC(NC)=CC=2Cl)=[O:35])=[CH:32][CH:31]=1)([CH3:29])([CH3:28])[CH3:27]. The catalyst is CC(C)=O. The product is [C:26]([C:30]1[CH:50]=[CH:49][C:33]([C:34]([NH:36][C:37]([NH:1][C:2]2[CH:3]=[CH:4][C:5]([NH:16][C:17](=[O:24])[C:18]3[CH:19]=[CH:20][CH:21]=[CH:22][C:23]=3[Cl:25])=[C:6]([NH:8][C:9](=[O:15])[O:10][C:11]([CH3:12])([CH3:13])[CH3:14])[CH:7]=2)=[S:48])=[O:35])=[CH:32][CH:31]=1)([CH3:29])([CH3:27])[CH3:28]. The yield is 0.970. (5) The reactants are [CH3:1][C:2]1[CH:7]=[C:6]([CH3:8])[N:5]=[C:4]([N:9]2[CH2:20][CH2:19][C:12]3([C:17](=[O:18])[NH:16][CH2:15][CH2:14][CH2:13]3)[CH2:11][CH2:10]2)[N:3]=1.Br[CH2:22][C:23]1[CH:28]=[CH:27][CH:26]=[CH:25][C:24]=1[C:29]1[O:33][N:32]=[C:31]([CH3:34])[N:30]=1.O. The yield is 0.860. The catalyst is CCCC[N+](CCCC)(CCCC)CCCC.[I-].C1COCC1. The product is [CH3:8][C:6]1[CH:7]=[C:2]([CH3:1])[N:3]=[C:4]([N:9]2[CH2:10][CH2:11][C:12]3([C:17](=[O:18])[N:16]([CH2:22][C:23]4[CH:28]=[CH:27][CH:26]=[CH:25][C:24]=4[C:29]4[O:33][N:32]=[C:31]([CH3:34])[N:30]=4)[CH2:15][CH2:14][CH2:13]3)[CH2:19][CH2:20]2)[N:5]=1.